Dataset: NCI-60 drug combinations with 297,098 pairs across 59 cell lines. Task: Regression. Given two drug SMILES strings and cell line genomic features, predict the synergy score measuring deviation from expected non-interaction effect. (1) Drug 1: C1=CC(=CC=C1CCC2=CNC3=C2C(=O)NC(=N3)N)C(=O)NC(CCC(=O)O)C(=O)O. Drug 2: C1=CC(=CC=C1CCCC(=O)O)N(CCCl)CCCl. Cell line: MOLT-4. Synergy scores: CSS=84.0, Synergy_ZIP=-0.440, Synergy_Bliss=-1.88, Synergy_Loewe=-2.24, Synergy_HSA=-0.199. (2) Drug 1: CC=C1C(=O)NC(C(=O)OC2CC(=O)NC(C(=O)NC(CSSCCC=C2)C(=O)N1)C(C)C)C(C)C. Drug 2: C1=CC=C(C=C1)NC(=O)CCCCCCC(=O)NO. Cell line: SF-295. Synergy scores: CSS=32.1, Synergy_ZIP=-3.67, Synergy_Bliss=-5.25, Synergy_Loewe=-49.3, Synergy_HSA=-5.94. (3) Drug 1: C(=O)(N)NO. Drug 2: C(CN)CNCCSP(=O)(O)O. Cell line: LOX IMVI. Synergy scores: CSS=0.0940, Synergy_ZIP=2.99, Synergy_Bliss=2.22, Synergy_Loewe=0.672, Synergy_HSA=-1.11. (4) Drug 1: C1=CC(=C2C(=C1NCCNCCO)C(=O)C3=C(C=CC(=C3C2=O)O)O)NCCNCCO. Drug 2: C1=CC(=CC=C1C#N)C(C2=CC=C(C=C2)C#N)N3C=NC=N3. Cell line: OVCAR-4. Synergy scores: CSS=18.2, Synergy_ZIP=-2.59, Synergy_Bliss=-2.03, Synergy_Loewe=-28.8, Synergy_HSA=-1.63. (5) Drug 2: CC1=C2C(C(=O)C3(C(CC4C(C3C(C(C2(C)C)(CC1OC(=O)C(C(C5=CC=CC=C5)NC(=O)OC(C)(C)C)O)O)OC(=O)C6=CC=CC=C6)(CO4)OC(=O)C)O)C)O. Synergy scores: CSS=50.6, Synergy_ZIP=13.4, Synergy_Bliss=13.3, Synergy_Loewe=14.4, Synergy_HSA=14.0. Drug 1: CCC(=C(C1=CC=CC=C1)C2=CC=C(C=C2)OCCN(C)C)C3=CC=CC=C3.C(C(=O)O)C(CC(=O)O)(C(=O)O)O. Cell line: HT29. (6) Drug 1: C1=CC(=CC=C1CCCC(=O)O)N(CCCl)CCCl. Drug 2: CC(C)(C#N)C1=CC(=CC(=C1)CN2C=NC=N2)C(C)(C)C#N. Cell line: NCIH23. Synergy scores: CSS=44.6, Synergy_ZIP=-3.94, Synergy_Bliss=-9.47, Synergy_Loewe=-7.02, Synergy_HSA=-7.03. (7) Drug 1: CC1C(C(CC(O1)OC2CC(CC3=C2C(=C4C(=C3O)C(=O)C5=C(C4=O)C(=CC=C5)OC)O)(C(=O)CO)O)N)O.Cl. Drug 2: CN(C)C1=NC(=NC(=N1)N(C)C)N(C)C. Cell line: 786-0. Synergy scores: CSS=0.518, Synergy_ZIP=-0.0578, Synergy_Bliss=-0.538, Synergy_Loewe=-0.720, Synergy_HSA=-0.710.